Dataset: Forward reaction prediction with 1.9M reactions from USPTO patents (1976-2016). Task: Predict the product of the given reaction. (1) The product is: [C:1]([O:5][C:6]([NH:8][NH:9][CH2:10][CH2:11][C:12]1[O:13][C:14]2[CH:20]=[CH:19][CH:18]=[CH:17][C:15]=2[CH:16]=1)=[O:7])([CH3:4])([CH3:2])[CH3:3]. Given the reactants [C:1]([O:5][C:6]([NH:8][N:9]=[CH:10][CH2:11][C:12]1[O:13][C:14]2[CH:20]=[CH:19][CH:18]=[CH:17][C:15]=2[CH:16]=1)=[O:7])([CH3:4])([CH3:3])[CH3:2].C([BH3-])#N.[Na+].C(O)(=O)C, predict the reaction product. (2) The product is: [Cl:12][C:5]1[N:4]=[C:3]2[C:8]([N:9]=[CH:10][N:2]2[CH3:1])=[C:7]([NH:21][CH2:13][CH2:14][C:15]2[CH:20]=[CH:19][CH:18]=[CH:17][CH:16]=2)[N:6]=1. Given the reactants [CH3:1][N:2]1[CH:10]=[N:9][C:8]2[C:3]1=[N:4][C:5]([Cl:12])=[N:6][C:7]=2Cl.[CH2:13]([NH2:21])[CH2:14][C:15]1[CH:20]=[CH:19][CH:18]=[CH:17][CH:16]=1, predict the reaction product. (3) The product is: [F:36][C:37]([F:41])([F:40])[CH2:38][NH:39][C:32]([C:19]1([CH2:18][CH2:17][CH2:16][N:13]2[CH2:14][CH2:15][N:10]([C:8](=[O:9])[CH2:7][C:1]3[CH:6]=[CH:5][CH:4]=[CH:3][CH:2]=3)[CH2:11][CH2:12]2)[C:31]2[CH:30]=[CH:29][CH:28]=[CH:27][C:26]=2[C:25]2[C:20]1=[CH:21][CH:22]=[CH:23][CH:24]=2)=[O:33]. Given the reactants [C:1]1([CH2:7][C:8]([N:10]2[CH2:15][CH2:14][N:13]([CH2:16][CH2:17][CH2:18][C:19]3([C:32](Cl)=[O:33])[C:31]4[CH:30]=[CH:29][CH:28]=[CH:27][C:26]=4[C:25]4[C:20]3=[CH:21][CH:22]=[CH:23][CH:24]=4)[CH2:12][CH2:11]2)=[O:9])[CH:6]=[CH:5][CH:4]=[CH:3][CH:2]=1.Cl.[F:36][C:37]([F:41])([F:40])[CH2:38][NH2:39].C(N(CC)CC)C, predict the reaction product. (4) Given the reactants [CH3:1][C:2]1[N:3]=[C:4]([C:10]2[CH:11]=[N:12][CH:13]=[CH:14][CH:15]=2)[S:5][C:6]=1[N+:7]([O-])=O.[Sn](Cl)Cl.C(OC)(C)(C)C.[Cl-].[Na+], predict the reaction product. The product is: [CH3:1][C:2]1[N:3]=[C:4]([C:10]2[CH:11]=[N:12][CH:13]=[CH:14][CH:15]=2)[S:5][C:6]=1[NH2:7]. (5) Given the reactants C1(P(C2C=CC=CC=2)C2C=CC=CC=2)C=CC=CC=1.[N:20]1[CH:25]=[CH:24][CH:23]=[N:22][C:21]=1[O:26][CH2:27][CH2:28]O.[C:30]([O:34][C:35](=[O:62])[NH:36][S:37]([C:40]1[CH:45]=[CH:44][C:43]([N:46]2[C:50]([C:51]3[CH:56]=[CH:55][C:54]([CH3:57])=[CH:53][CH:52]=3)=[CH:49][C:48]([C:58]([F:61])([F:60])[F:59])=[N:47]2)=[CH:42][CH:41]=1)(=[O:39])=[O:38])([CH3:33])([CH3:32])[CH3:31].N(C(OCC)=O)=NC(OCC)=O, predict the reaction product. The product is: [C:30]([O:34][C:35](=[O:62])[N:36]([S:37]([C:40]1[CH:41]=[CH:42][C:43]([N:46]2[C:50]([C:51]3[CH:52]=[CH:53][C:54]([CH3:57])=[CH:55][CH:56]=3)=[CH:49][C:48]([C:58]([F:60])([F:61])[F:59])=[N:47]2)=[CH:44][CH:45]=1)(=[O:38])=[O:39])[CH2:28][CH2:27][O:26][C:21]1[N:20]=[CH:25][CH:24]=[CH:23][N:22]=1)([CH3:33])([CH3:31])[CH3:32].